From a dataset of Catalyst prediction with 721,799 reactions and 888 catalyst types from USPTO. Predict which catalyst facilitates the given reaction. (1) Reactant: Br[CH2:2][C:3]1[C:8]([CH:9]2[CH2:11][CH2:10]2)=[CH:7][CH:6]=[CH:5][C:4]=1[N:12]1[C:16](=[O:17])[N:15]([CH3:18])[N:14]=[N:13]1.[CH3:19][C:20]1[CH:25]=[C:24]([N:26]2[C:30]([CH3:31])=[C:29]([CH3:32])[C:28]([CH3:33])=[N:27]2)[CH:23]=[CH:22][C:21]=1[OH:34].C(=O)([O-])[O-].[K+].[K+]. The catalyst class is: 10. Product: [CH:9]1([C:8]2[C:3]([CH2:2][O:34][C:21]3[CH:22]=[CH:23][C:24]([N:26]4[C:30]([CH3:31])=[C:29]([CH3:32])[C:28]([CH3:33])=[N:27]4)=[CH:25][C:20]=3[CH3:19])=[C:4]([N:12]3[C:16](=[O:17])[N:15]([CH3:18])[N:14]=[N:13]3)[CH:5]=[CH:6][CH:7]=2)[CH2:11][CH2:10]1. (2) The catalyst class is: 2. Product: [Cl:5][C:6]1[CH:7]=[C:8]([NH:13][C:14]2[N:15]=[CH:16][N:17]=[C:18]([CH2:20][OH:21])[CH:19]=2)[CH:9]=[CH:10][C:11]=1[Cl:12]. Reactant: B(Br)(Br)Br.[Cl:5][C:6]1[CH:7]=[C:8]([NH:13][C:14]2[CH:19]=[C:18]([CH2:20][O:21]C)[N:17]=[CH:16][N:15]=2)[CH:9]=[CH:10][C:11]=1[Cl:12].C([O-])([O-])=O.[Na+].[Na+]. (3) Reactant: [I:1][C:2]1[CH:15]=[CH:14][C:13]2[C:12]3[C:7](=[CH:8][CH:9]=[CH:10][CH:11]=3)[CH2:6][CH2:5][C:4]=2[CH:3]=1.ClC1C(=O)C(C#N)=C(C#N)C(=O)C=1Cl. Product: [I:1][C:2]1[CH:15]=[CH:14][C:13]2[C:12]3[C:7](=[CH:8][CH:9]=[CH:10][CH:11]=3)[CH:6]=[CH:5][C:4]=2[CH:3]=1. The catalyst class is: 12. (4) Reactant: [C:1]([S@@:5](/[N:7]=[CH:8]/[CH2:9][CH2:10][C@@:11]1([C:26]([O:28][CH3:29])=[O:27])[CH2:15][CH2:14][CH2:13][N:12]1[C:16]([O:18][CH2:19][C:20]1[CH:25]=[CH:24][CH:23]=[CH:22][CH:21]=1)=[O:17])=[O:6])([CH3:4])([CH3:3])[CH3:2].[F:30][C:31]1[CH:32]=[C:33]([Mg]Br)[CH:34]=[C:35]([F:37])[CH:36]=1. Product: [C:1]([S@@:5]([NH:7][C@H:8]([C:33]1[CH:32]=[C:31]([F:30])[CH:36]=[C:35]([F:37])[CH:34]=1)[CH2:9][CH2:10][C@@:11]1([C:26]([O:28][CH3:29])=[O:27])[CH2:15][CH2:14][CH2:13][N:12]1[C:16]([O:18][CH2:19][C:20]1[CH:21]=[CH:22][CH:23]=[CH:24][CH:25]=1)=[O:17])=[O:6])([CH3:4])([CH3:3])[CH3:2]. The catalyst class is: 247. (5) Reactant: [CH3:1][C:2]1[CH:7]=[CH:6][N:5]=[C:4]2[N:8]([C:12]3[CH:17]=[CH:16][C:15]([O:18][C:19]4[N:23]([CH2:24][O:25][CH2:26][CH2:27][Si:28]([CH3:31])([CH3:30])[CH3:29])[C:22]5[CH:32]=[CH:33][CH:34]=[CH:35][C:21]=5[N:20]=4)=[CH:14][CH:13]=3)[C:9](=[O:11])[NH:10][C:3]=12.I[CH2:37][CH3:38].[H-].[Na+].O. Product: [CH2:37]([N:10]1[C:3]2[C:4](=[N:5][CH:6]=[CH:7][C:2]=2[CH3:1])[N:8]([C:12]2[CH:13]=[CH:14][C:15]([O:18][C:19]3[N:23]([CH2:24][O:25][CH2:26][CH2:27][Si:28]([CH3:29])([CH3:30])[CH3:31])[C:22]4[CH:32]=[CH:33][CH:34]=[CH:35][C:21]=4[N:20]=3)=[CH:16][CH:17]=2)[C:9]1=[O:11])[CH3:38]. The catalyst class is: 3. (6) Reactant: [Cl:1][C:2]1[CH:7]=[CH:6][N+:5]([O-])=[CH:4][CH:3]=1.F[B-](F)(F)F.[CH3:14][O+:15](C)C. Product: [Cl:1][C:2]1[CH:7]=[CH:6][N:5]=[C:4]([CH2:14][OH:15])[CH:3]=1. The catalyst class is: 2. (7) Reactant: [Cl:1][C:2]1[C:3]([NH:19][CH2:20][C:21]2[CH:26]=[CH:25][CH:24]=[C:23]([O:27]C)[CH:22]=2)=[N:4][C:5]([NH:8][C:9]2[CH:10]=[C:11]([CH2:15][CH2:16][CH2:17]O)[CH:12]=[CH:13][CH:14]=2)=[N:6][CH:7]=1.B(Br)(Br)[Br:30].C([O-])(O)=O.[Na+]. Product: [Br:30][CH2:17][CH2:16][CH2:15][C:11]1[CH:10]=[C:9]([NH:8][C:5]2[N:4]=[C:3]([NH:19][CH2:20][C:21]3[CH:22]=[C:23]([OH:27])[CH:24]=[CH:25][CH:26]=3)[C:2]([Cl:1])=[CH:7][N:6]=2)[CH:14]=[CH:13][CH:12]=1. The catalyst class is: 2. (8) Reactant: [Cl:1][C:2]1[N:7]=[C:6](Cl)[C:5]([Cl:9])=[CH:4][N:3]=1.C([O-])([O-])=O.[K+].[K+].[NH2:16][C@@H:17]1[CH2:25][C:24]2[C:19](=[CH:20][CH:21]=[CH:22][CH:23]=2)[C@H:18]1[NH:26][C:27](=[O:29])[CH3:28]. Product: [Cl:1][C:2]1[N:7]=[C:6]([NH:16][C@@H:17]2[CH2:25][C:24]3[C:19](=[CH:20][CH:21]=[CH:22][CH:23]=3)[C@H:18]2[NH:26][C:27](=[O:29])[CH3:28])[C:5]([Cl:9])=[CH:4][N:3]=1. The catalyst class is: 32.